The task is: Regression. Given a peptide amino acid sequence and an MHC pseudo amino acid sequence, predict their binding affinity value. This is MHC class II binding data.. This data is from Peptide-MHC class II binding affinity with 134,281 pairs from IEDB. The peptide sequence is CDMLRLIDYNKAALS. The MHC is DRB5_0101 with pseudo-sequence DRB5_0101. The binding affinity (normalized) is 0.476.